Regression. Given two drug SMILES strings and cell line genomic features, predict the synergy score measuring deviation from expected non-interaction effect. From a dataset of NCI-60 drug combinations with 297,098 pairs across 59 cell lines. (1) Drug 1: COC1=CC(=CC(=C1O)OC)C2C3C(COC3=O)C(C4=CC5=C(C=C24)OCO5)OC6C(C(C7C(O6)COC(O7)C8=CC=CS8)O)O. Drug 2: CC(C)(C#N)C1=CC(=CC(=C1)CN2C=NC=N2)C(C)(C)C#N. Cell line: MDA-MB-231. Synergy scores: CSS=34.7, Synergy_ZIP=-1.44, Synergy_Bliss=1.68, Synergy_Loewe=-3.28, Synergy_HSA=2.63. (2) Drug 1: C1=C(C(=O)NC(=O)N1)N(CCCl)CCCl. Drug 2: CS(=O)(=O)OCCCCOS(=O)(=O)C. Cell line: COLO 205. Synergy scores: CSS=55.5, Synergy_ZIP=-0.228, Synergy_Bliss=3.02, Synergy_Loewe=-0.344, Synergy_HSA=5.39. (3) Drug 1: CC1=C(C=C(C=C1)NC2=NC=CC(=N2)N(C)C3=CC4=NN(C(=C4C=C3)C)C)S(=O)(=O)N.Cl. Drug 2: CC(C)NC(=O)C1=CC=C(C=C1)CNNC.Cl. Cell line: HCT-15. Synergy scores: CSS=-7.03, Synergy_ZIP=2.47, Synergy_Bliss=-2.57, Synergy_Loewe=-7.21, Synergy_HSA=-7.24. (4) Drug 1: CC12CCC3C(C1CCC2O)C(CC4=C3C=CC(=C4)O)CCCCCCCCCS(=O)CCCC(C(F)(F)F)(F)F. Drug 2: C1C(C(OC1N2C=NC(=NC2=O)N)CO)O. Cell line: SK-MEL-28. Synergy scores: CSS=-7.76, Synergy_ZIP=2.58, Synergy_Bliss=-1.80, Synergy_Loewe=-5.41, Synergy_HSA=-6.23. (5) Drug 1: C1=NC2=C(N=C(N=C2N1C3C(C(C(O3)CO)O)F)Cl)N. Drug 2: C1=NNC2=C1C(=O)NC=N2. Cell line: HOP-62. Synergy scores: CSS=3.41, Synergy_ZIP=-3.48, Synergy_Bliss=-5.67, Synergy_Loewe=-3.00, Synergy_HSA=-4.64.